This data is from Catalyst prediction with 721,799 reactions and 888 catalyst types from USPTO. The task is: Predict which catalyst facilitates the given reaction. (1) Reactant: C([O:6][CH2:7][CH:8]([CH2:13][CH3:14])[CH2:9][CH2:10][CH2:11][CH3:12])(=O)CCC([O:6][CH2:7][CH:8]([CH2:13][CH3:14])[CH2:9][CH2:10][CH2:11][CH3:12])=O.C(O)COCCO. Product: [CH2:13]([CH:8]([CH2:9][CH2:10][CH2:11][CH3:12])[CH2:7][OH:6])[CH3:14]. The catalyst class is: 779. (2) Reactant: [F:1][C:2]1[C:7]([CH:8]=[O:9])=[C:6]([O:10]C)[C:5]([O:12]C)=[CH:4][CH:3]=1.B(Br)(Br)Br.Cl. Product: [F:1][C:2]1[C:7]([CH:8]=[O:9])=[C:6]([OH:10])[C:5]([OH:12])=[CH:4][CH:3]=1. The catalyst class is: 4. (3) Reactant: C[O:2][C:3](=[O:28])[C:4]1[CH:9]=[CH:8][C:7]([C:10]2[C:15]([C:16]#[C:17][C:18]3[CH:19]=[N:20][C:21]([NH2:24])=[CH:22][CH:23]=3)=[C:14]([CH2:25][CH3:26])[N:13]=[CH:12][N:11]=2)=[CH:6][C:5]=1[F:27].[Li+].[OH-]. Product: [NH2:24][C:21]1[N:20]=[CH:19][C:18]([C:17]#[C:16][C:15]2[C:10]([C:7]3[CH:8]=[CH:9][C:4]([C:3]([OH:28])=[O:2])=[C:5]([F:27])[CH:6]=3)=[N:11][CH:12]=[N:13][C:14]=2[CH2:25][CH3:26])=[CH:23][CH:22]=1. The catalyst class is: 90. (4) Reactant: [C:1]([O:4][C@@H:5]1[C@@H:13]([C@@:14]2([CH3:27])[CH2:19][CH2:18][C@H:17]([O:20][C:21](=[O:23])[CH3:22])[CH2:16][C@@H:15]2[CH2:24][CH2:25][OH:26])[CH2:12][CH2:11][C@@:10]2([CH3:28])[C@H:6]1[CH2:7][CH2:8][C:9]2=[CH2:29])(=[O:3])[CH3:2]. Product: [C:1]([O:4][C@@H:5]1[C@@H:13]([C@@:14]2([CH3:27])[CH2:19][CH2:18][C@H:17]([O:20][C:21](=[O:23])[CH3:22])[CH2:16][C@@H:15]2[CH2:24][CH:25]=[O:26])[CH2:12][CH2:11][C@@:10]2([CH3:28])[C@H:6]1[CH2:7][CH2:8][C:9]2=[CH2:29])(=[O:3])[CH3:2]. The catalyst class is: 23. (5) Reactant: [CH2:1]([O:3][C:4]1[C:5]([Si](C)(C)C)=[CH:6][C:7]2[C:12]([CH:13]=1)=[C:11]([F:14])[C:10]([F:15])=[CH:9][CH:8]=2)[CH3:2].[F-].[Cs+]. Product: [CH2:1]([O:3][C:4]1[CH:13]=[C:12]2[C:7]([CH:8]=[CH:9][C:10]([F:15])=[C:11]2[F:14])=[CH:6][CH:5]=1)[CH3:2]. The catalyst class is: 18.